Dataset: Retrosynthesis with 50K atom-mapped reactions and 10 reaction types from USPTO. Task: Predict the reactants needed to synthesize the given product. (1) The reactants are: Brc1cccc(-c2cccc(Br)c2)c1.c1ccc2c(c1)[nH]c1ccccc12. Given the product Brc1cccc(-c2cccc(-n3c4ccccc4c4ccccc43)c2)c1, predict the reactants needed to synthesize it. (2) Given the product COC(=O)[C@@H]1[C@H](OC(=O)c2ccccc2)CCN1C(=O)OC(C)(C)C, predict the reactants needed to synthesize it. The reactants are: COC(=O)[C@@H]1[C@@H](O)CCN1C(=O)OC(C)(C)C.O=C(O)c1ccccc1. (3) Given the product c1ccc2c(c1)CCN=C2NN=C1CCCCC1, predict the reactants needed to synthesize it. The reactants are: NNC1=NCCc2ccccc21.O=C1CCCCC1. (4) Given the product COC(=O)[C@@H]1[C@H](c2ccccc2)[C@H]1c1ccc(N2CCN(C)CC2)cc1, predict the reactants needed to synthesize it. The reactants are: CN1CCNCC1.COC(=O)[C@@H]1[C@H](c2ccccc2)[C@H]1c1ccc(Br)cc1. (5) Given the product C=CCN[C@H](CN1CCCC1)c1ccccc1, predict the reactants needed to synthesize it. The reactants are: C=CCN[C@H](C(=O)N1CCCC1)c1ccccc1. (6) The reactants are: CP(C)(=O)c1cccc([N+](=O)[O-])c1. Given the product CP(C)(=O)c1cccc(N)c1, predict the reactants needed to synthesize it.